Task: Predict the product of the given reaction.. Dataset: Forward reaction prediction with 1.9M reactions from USPTO patents (1976-2016) (1) Given the reactants [C:1]([N:20]1[CH:24]=[C:23]([CH2:25][O:26][CH3:27])[CH:22]=[N:21]1)([C:14]1[CH:19]=[CH:18][CH:17]=[CH:16][CH:15]=1)([C:8]1[CH:13]=[CH:12][CH:11]=[CH:10][CH:9]=1)[C:2]1[CH:7]=[CH:6][CH:5]=[CH:4][CH:3]=1.[C:28](N1C=C(CO)C=N1)(C1C=CC=CC=1)(C1C=CC=CC=1)C1C=CC=CC=1.[H-].[Na+].ICC.CC1C(CCOC)=C(C)N(C(C2C=CC=CC=2)(C2C=CC=CC=2)C2C=CC=CC=2)N=1, predict the reaction product. The product is: [C:1]([N:20]1[CH:24]=[C:23]([CH2:25][O:26][CH2:27][CH3:28])[CH:22]=[N:21]1)([C:8]1[CH:9]=[CH:10][CH:11]=[CH:12][CH:13]=1)([C:2]1[CH:7]=[CH:6][CH:5]=[CH:4][CH:3]=1)[C:14]1[CH:15]=[CH:16][CH:17]=[CH:18][CH:19]=1. (2) Given the reactants [CH2:1](N(CC)CC)C.[CH2:8]=[C:9]([C:14]([O:17]S(F)(=O)=O)([F:16])[F:15])[C:10]([F:13])([F:12])[F:11].O, predict the reaction product. The product is: [F:15][C:14]([F:16])([O:17][CH3:1])[C:9]([C:10]([F:13])([F:12])[F:11])=[CH2:8]. (3) Given the reactants [Cl:1][C:2]1[C:10]([C:11]#[N:12])=[CH:9][C:8]([OH:13])=[C:7]2[C:3]=1[CH:4]=[CH:5][NH:6]2.C([O-])([O-])=O.[K+].[K+].[CH2:20](Br)[CH3:21], predict the reaction product. The product is: [Cl:1][C:2]1[C:10]([C:11]#[N:12])=[CH:9][C:8]([O:13][CH2:20][CH3:21])=[C:7]2[C:3]=1[CH:4]=[CH:5][NH:6]2. (4) The product is: [C:1]([O:5][C:6]([C@@H:8]1[CH2:12][CH2:11][C:10](=[O:13])[N:9]1[C:14](=[O:23])[C:15]1[CH:20]=[CH:19][CH:18]=[CH:17][C:16]=1[CH2:21][P:27]([O:28][CH2:29][CH3:30])([O:26][CH2:24][CH3:25])=[O:31])=[O:7])([CH3:4])([CH3:3])[CH3:2]. Given the reactants [C:1]([O:5][C:6]([C@@H:8]1[CH2:12][CH2:11][C:10](=[O:13])[N:9]1[C:14](=[O:23])[C:15]1[CH:20]=[CH:19][CH:18]=[CH:17][C:16]=1[CH2:21]Br)=[O:7])([CH3:4])([CH3:3])[CH3:2].[CH2:24]([O:26][P:27]([O:31]CC)[O:28][CH2:29][CH3:30])[CH3:25], predict the reaction product. (5) Given the reactants [CH:1]([C:4]1[CH:9]=[CH:8][C:7]([C:10]2[N:11]=[C:12]([N:15]([CH2:20][C:21]3[S:22][CH:23]=[CH:24][CH:25]=3)[CH2:16][CH2:17][C:18]#[N:19])[S:13][CH:14]=2)=[CH:6][CH:5]=1)([CH3:3])[CH3:2].[N-:26]=[N+:27]=[N-:28].[Na+].[Cl-].[NH4+].CN(C=O)C, predict the reaction product. The product is: [CH:1]([C:4]1[CH:5]=[CH:6][C:7]([C:10]2[N:11]=[C:12]([N:15]([CH2:16][CH2:17][C:18]3[NH:28][N:27]=[N:26][N:19]=3)[CH2:20][C:21]3[S:22][CH:23]=[CH:24][CH:25]=3)[S:13][CH:14]=2)=[CH:8][CH:9]=1)([CH3:3])[CH3:2].